Predict the product of the given reaction. From a dataset of Forward reaction prediction with 1.9M reactions from USPTO patents (1976-2016). (1) Given the reactants C([O:5][C:6](=[O:17])[CH2:7][O:8][C:9]1[CH:14]=[CH:13][C:12]([Cl:15])=[CH:11][C:10]=1I)(C)(C)C.Cl.[N:19]1[C:28]2[C:23](=[CH:24][CH:25]=[CH:26][C:27]=2[SH:29])[CH:22]=[CH:21][CH:20]=1.C(=O)([O-])[O-].[K+].[K+].C(O)CO, predict the reaction product. The product is: [Cl:15][C:12]1[CH:13]=[CH:14][C:9]([O:8][CH2:7][C:6]([OH:5])=[O:17])=[C:10]([S:29][C:27]2[CH:26]=[CH:25][CH:24]=[C:23]3[C:28]=2[N:19]=[CH:20][CH:21]=[CH:22]3)[CH:11]=1. (2) Given the reactants [C:1](Cl)(=[O:6])[C:2]([CH3:5])([CH3:4])[CH3:3].[NH2:8][CH2:9][C:10]1[C:11]([F:18])=[C:12]([C:14]([F:17])=[CH:15][CH:16]=1)[NH2:13], predict the reaction product. The product is: [NH2:13][C:12]1[C:11]([F:18])=[C:10]([CH:16]=[CH:15][C:14]=1[F:17])[CH2:9][NH:8][C:1](=[O:6])[C:2]([CH3:5])([CH3:4])[CH3:3]. (3) Given the reactants [Si]([O:8][C@@H:9]1[C@@:45]2([CH3:46])[C:13](=[CH:14][CH:15]=[C:16]3[C@@H:44]2[CH2:43][CH2:42][C@@:41]2([CH3:47])[C@H:17]3[CH2:18][CH:19]=[C:20]2[C:21]([O:24]/[CH:25]=[CH:26]/[CH2:27][C:28]([CH2:39][CH3:40])([O:31][Si](CC)(CC)CC)[CH2:29][CH3:30])([CH3:23])[CH3:22])[CH2:12][C@@H:11]([O:48][Si](C(C)(C)C)(C)C)[CH2:10]1)(C(C)(C)C)(C)C.O1CCCC1.[F-].C([N+](CCCC)(CCCC)CCCC)CCC, predict the reaction product. The product is: [CH2:29]([C:28]([OH:31])([CH2:39][CH3:40])[CH2:27]/[CH:26]=[CH:25]/[O:24][C:21]([CH3:23])([C:20]1[C@:41]2([CH3:47])[C@H:17]([C:16]3[C@H:44]([CH2:43][CH2:42]2)[C@:45]2([CH3:46])[C:13]([CH2:12][C@@H:11]([OH:48])[CH2:10][C@@H:9]2[OH:8])=[CH:14][CH:15]=3)[CH2:18][CH:19]=1)[CH3:22])[CH3:30]. (4) Given the reactants [CH3:1][O:2][C:3]([C:5]1[S:9][C:8]2[CH:10]=[C:11]([C:14](=O)[CH3:15])[CH:12]=[CH:13][C:7]=2[C:6]=1[O:17][CH2:18][C:19]([O:21][C:22]([CH3:25])([CH3:24])[CH3:23])=[O:20])=[O:4].Cl.[NH2:27][OH:28].N1C=CC=CC=1.Cl, predict the reaction product. The product is: [CH3:1][O:2][C:3]([C:5]1[S:9][C:8]2[CH:10]=[C:11]([C:14](=[N:27][OH:28])[CH3:15])[CH:12]=[CH:13][C:7]=2[C:6]=1[O:17][CH2:18][C:19]([O:21][C:22]([CH3:25])([CH3:24])[CH3:23])=[O:20])=[O:4].